Dataset: NCI-60 drug combinations with 297,098 pairs across 59 cell lines. Task: Regression. Given two drug SMILES strings and cell line genomic features, predict the synergy score measuring deviation from expected non-interaction effect. (1) Drug 1: CN(CCCl)CCCl.Cl. Drug 2: C(CC(=O)O)C(=O)CN.Cl. Cell line: SF-295. Synergy scores: CSS=12.7, Synergy_ZIP=-9.72, Synergy_Bliss=-2.74, Synergy_Loewe=-7.63, Synergy_HSA=-2.10. (2) Drug 1: C1=CC(=CC=C1C#N)C(C2=CC=C(C=C2)C#N)N3C=NC=N3. Drug 2: CN1C(=O)N2C=NC(=C2N=N1)C(=O)N. Cell line: KM12. Synergy scores: CSS=1.30, Synergy_ZIP=-5.52, Synergy_Bliss=-14.7, Synergy_Loewe=-12.8, Synergy_HSA=-12.4. (3) Drug 1: CC1=C(C(CCC1)(C)C)C=CC(=CC=CC(=CC(=O)O)C)C. Drug 2: C1C(C(OC1N2C=NC(=NC2=O)N)CO)O. Cell line: MALME-3M. Synergy scores: CSS=13.7, Synergy_ZIP=-4.46, Synergy_Bliss=-0.299, Synergy_Loewe=1.03, Synergy_HSA=1.51. (4) Drug 1: CC1CC2C3CCC4=CC(=O)C=CC4(C3(C(CC2(C1(C(=O)CO)O)C)O)F)C. Drug 2: B(C(CC(C)C)NC(=O)C(CC1=CC=CC=C1)NC(=O)C2=NC=CN=C2)(O)O. Cell line: T-47D. Synergy scores: CSS=45.9, Synergy_ZIP=5.79, Synergy_Bliss=3.15, Synergy_Loewe=-59.7, Synergy_HSA=1.91. (5) Drug 1: CN(C)C1=NC(=NC(=N1)N(C)C)N(C)C. Drug 2: COC1=C2C(=CC3=C1OC=C3)C=CC(=O)O2. Cell line: RPMI-8226. Synergy scores: CSS=-15.6, Synergy_ZIP=6.16, Synergy_Bliss=-13.0, Synergy_Loewe=-21.0, Synergy_HSA=-22.8. (6) Drug 1: CCN(CC)CCCC(C)NC1=C2C=C(C=CC2=NC3=C1C=CC(=C3)Cl)OC. Drug 2: C(CN)CNCCSP(=O)(O)O. Cell line: HT29. Synergy scores: CSS=29.6, Synergy_ZIP=4.97, Synergy_Bliss=4.36, Synergy_Loewe=-41.3, Synergy_HSA=2.35. (7) Drug 1: C1=NC2=C(N1)C(=S)N=C(N2)N. Drug 2: CN1C(=O)N2C=NC(=C2N=N1)C(=O)N. Cell line: NCI/ADR-RES. Synergy scores: CSS=27.2, Synergy_ZIP=-10.6, Synergy_Bliss=-4.07, Synergy_Loewe=-27.2, Synergy_HSA=-7.74.